Task: Predict the product of the given reaction.. Dataset: Forward reaction prediction with 1.9M reactions from USPTO patents (1976-2016) (1) Given the reactants [C:1]([N:4]1[CH2:9][CH2:8][CH:7]([CH2:10][C:11]([NH:13][C:14]2[CH:19]=[CH:18][C:17](Br)=[CH:16][N:15]=2)=[O:12])[CH2:6][CH2:5]1)(=[O:3])[CH3:2].[CH3:21][C:22]1[CH:27]=[CH:26][CH:25]=[CH:24][C:23]=1B(O)O, predict the reaction product. The product is: [C:1]([N:4]1[CH2:9][CH2:8][CH:7]([CH2:10][C:11]([NH:13][C:14]2[CH:19]=[CH:18][C:17]([C:23]3[CH:24]=[CH:25][CH:26]=[CH:27][C:22]=3[CH3:21])=[CH:16][N:15]=2)=[O:12])[CH2:6][CH2:5]1)(=[O:3])[CH3:2]. (2) Given the reactants [F:1][C:2]1[CH:7]=[CH:6][C:5]([C@H:8]2[C@@H:12]([C:13]3[CH:18]=[CH:17][C:16]([F:19])=[CH:15][CH:14]=3)[NH:11][C:10](=[S:20])[NH:9]2)=[CH:4][CH:3]=1.[CH3:21][I:22], predict the reaction product. The product is: [IH:22].[F:19][C:16]1[CH:17]=[CH:18][C:13]([C@H:12]2[C@@H:8]([C:5]3[CH:4]=[CH:3][C:2]([F:1])=[CH:7][CH:6]=3)[NH:9][C:10]([S:20][CH3:21])=[N:11]2)=[CH:14][CH:15]=1. (3) Given the reactants [CH3:1][S:2][C:3]1[N:11]=[C:10]2[C:6]([NH:7][CH:8]=[N:9]2)=[C:5](Cl)[N:4]=1.[NH2:13][C:14]1[CH:19]=[CH:18][CH:17]=[CH:16][CH:15]=1.C(N(CC)CC)C, predict the reaction product. The product is: [CH3:1][S:2][C:3]1[N:11]=[C:10]2[C:6]([NH:7][CH:8]=[N:9]2)=[C:5]([NH:13][C:14]2[CH:19]=[CH:18][CH:17]=[CH:16][CH:15]=2)[N:4]=1. (4) Given the reactants [I:1][C:2]1[CH:7]=[CH:6][C:5]([NH2:8])=[CH:4][CH:3]=1.C(N(CC)CC)C.Cl[C:17]([CH2:19][CH2:20][CH2:21][C:22]([O:24][CH3:25])=[O:23])=[O:18], predict the reaction product. The product is: [CH3:25][O:24][C:22](=[O:23])[CH2:21][CH2:20][CH2:19][C:17](=[O:18])[NH:8][C:5]1[CH:6]=[CH:7][C:2]([I:1])=[CH:3][CH:4]=1. (5) Given the reactants [F:1][C:2]1[CH:7]=[C:6]([I:8])[CH:5]=[CH:4][C:3]=1[NH:9][C:10]1[N:15]([CH3:16])[C:14](=[O:17])[C:13]2[CH:18]=[CH:19][O:20][C:12]=2[C:11]=1[C:21]([O:23]C)=[O:22].C([O-])([O-])=O.[K+].[K+].O, predict the reaction product. The product is: [F:1][C:2]1[CH:7]=[C:6]([I:8])[CH:5]=[CH:4][C:3]=1[NH:9][C:10]1[N:15]([CH3:16])[C:14](=[O:17])[C:13]2[CH:18]=[CH:19][O:20][C:12]=2[C:11]=1[C:21]([OH:23])=[O:22].